Dataset: Full USPTO retrosynthesis dataset with 1.9M reactions from patents (1976-2016). Task: Predict the reactants needed to synthesize the given product. Given the product [F:43][C:2]([F:1])([F:42])[CH2:3][CH2:4][CH:5]([NH:22][C:23]1[CH:41]=[CH:40][C:26]([C:27]([N:29]2[CH2:34][CH2:33][CH2:32][C@@H:31]([C:35]([OH:37])=[O:36])[CH2:30]2)=[O:28])=[CH:25][CH:24]=1)[C:6]1[CH:11]=[CH:10][C:9]([N:12]2[CH:20]=[C:19]3[C:14]([CH2:15][CH2:16][CH2:17][CH2:18]3)=[N:13]2)=[CH:8][C:7]=1[CH3:21], predict the reactants needed to synthesize it. The reactants are: [F:1][C:2]([F:43])([F:42])[CH2:3][CH2:4][CH:5]([NH:22][C:23]1[CH:41]=[CH:40][C:26]([C:27]([N:29]2[CH2:34][CH2:33][CH2:32][C@@H:31]([C:35]([O:37]CC)=[O:36])[CH2:30]2)=[O:28])=[CH:25][CH:24]=1)[C:6]1[CH:11]=[CH:10][C:9]([N:12]2[CH:20]=[C:19]3[C:14]([CH2:15][CH2:16][CH2:17][CH2:18]3)=[N:13]2)=[CH:8][C:7]=1[CH3:21].C1COCC1.[OH-].[Na+].Cl.